Task: Predict which catalyst facilitates the given reaction.. Dataset: Catalyst prediction with 721,799 reactions and 888 catalyst types from USPTO (1) Product: [CH3:13][C:1]1([C:10]([OH:12])=[O:11])[C:9]2[C:4](=[CH:5][CH:6]=[CH:7][CH:8]=2)[CH2:3][CH2:2]1. The catalyst class is: 1. Reactant: [CH:1]1([C:10]([OH:12])=[O:11])[C:9]2[C:4](=[CH:5][CH:6]=[CH:7][CH:8]=2)[CH2:3][CH2:2]1.[CH:13]([N-]C(C)C)(C)C.[Li+].CI.CCOC(C)=O.CCCCCC. (2) Reactant: [Cl:1][C:2]1[C:3]([NH:20][CH:21]2[CH2:31][CH2:30][C:24]3([CH2:29][CH2:28][NH:27][CH2:26][CH2:25]3)[CH2:23][CH2:22]2)=[N:4][C:5]([NH:8][C:9]2[CH:10]=[CH:11][C:12]3[C:16]([CH:17]=2)=[N:15][N:14]([CH3:18])[C:13]=3[CH3:19])=[N:6][CH:7]=1.[C:32]([CH2:34][C:35](O)=[O:36])#[N:33].CN(C(ON1N=NC2C=CC=NC1=2)=[N+](C)C)C.F[P-](F)(F)(F)(F)F.CCN(CC)CC. Product: [Cl:1][C:2]1[C:3]([NH:20][CH:21]2[CH2:22][CH2:23][C:24]3([CH2:25][CH2:26][N:27]([C:35](=[O:36])[CH2:34][C:32]#[N:33])[CH2:28][CH2:29]3)[CH2:30][CH2:31]2)=[N:4][C:5]([NH:8][C:9]2[CH:10]=[CH:11][C:12]3[C:16]([CH:17]=2)=[N:15][N:14]([CH3:18])[C:13]=3[CH3:19])=[N:6][CH:7]=1. The catalyst class is: 59. (3) Reactant: [OH-].[K+].[OH:3][C:4]1[C:9]([C:10]2[CH2:11][CH2:12][N:13]([CH3:16])[CH2:14][CH:15]=2)=[C:8]([O:17][CH3:18])[CH:7]=[C:6]([O:19][CH3:20])[C:5]=1[C:21](=[O:23])[CH3:22]. Product: [OH:3][C:4]1[C:9]([C:10]2[CH2:15][CH2:14][N:13]([CH3:16])[CH2:12][CH:11]=2)=[C:8]([O:17][CH3:18])[CH:7]=[C:6]([O:19][CH3:20])[C:5]=1[C:21](=[O:23])/[CH:22]=[CH:21]/[C:5]1[CH:6]=[CH:7][CH:8]=[CH:9][CH:4]=1. The catalyst class is: 40. (4) Reactant: C[O:2][C:3](=[O:31])[C@@H:4]([O:28][CH2:29][CH3:30])[CH2:5][C:6]1[CH:11]=[CH:10][C:9]([O:12][CH2:13][C:14]2[N:15]=[C:16]([C:20]3[CH:25]=[CH:24][CH:23]=[CH:22][C:21]=3[CH3:26])[O:17][C:18]=2[CH3:19])=[CH:8][C:7]=1[CH3:27].[Li+].[OH-].Cl. Product: [CH2:29]([O:28][C@@H:4]([CH2:5][C:6]1[CH:11]=[CH:10][C:9]([O:12][CH2:13][C:14]2[N:15]=[C:16]([C:20]3[CH:25]=[CH:24][CH:23]=[CH:22][C:21]=3[CH3:26])[O:17][C:18]=2[CH3:19])=[CH:8][C:7]=1[CH3:27])[C:3]([OH:31])=[O:2])[CH3:30]. The catalyst class is: 36. (5) Reactant: C[O:2][C:3](=[O:31])[C:4]1[CH:9]=[CH:8][C:7]([C:10]2[CH:14]([CH:15](O)[CH3:16])[C:13]([C:22]3[CH:27]=[C:26]([Cl:28])[CH:25]=[C:24]([Cl:29])[CH:23]=3)([C:18]([F:21])([F:20])[F:19])[O:12][N:11]=2)=[CH:6][C:5]=1[CH3:30].O.[OH-].[Li+].O1CCCC1. Product: [Cl:29][C:24]1[CH:23]=[C:22]([C:13]2([C:18]([F:20])([F:19])[F:21])[O:12][N:11]=[C:10]([C:7]3[CH:8]=[CH:9][C:4]([C:3]([OH:31])=[O:2])=[C:5]([CH3:30])[CH:6]=3)[C:14]2=[CH:15][CH3:16])[CH:27]=[C:26]([Cl:28])[CH:25]=1. The catalyst class is: 6. (6) Reactant: [NH2:1][CH:2]1[CH2:8][CH2:7][CH2:6][N:5]([C:9]([O:11][C:12]([CH3:15])([CH3:14])[CH3:13])=[O:10])[CH2:4][CH2:3]1.[C:16]1([CH2:22][O:23][C:24]([NH:26][C@H:27]([C:32](O)=[O:33])[CH2:28][CH:29]([CH3:31])[CH3:30])=[O:25])[CH:21]=[CH:20][CH:19]=[CH:18][CH:17]=1.C(Cl)CCl. Product: [C:16]1([CH2:22][O:23][C:24]([NH:26][C@H:27]([C:32]([NH:1][CH:2]2[CH2:8][CH2:7][CH2:6][N:5]([C:9]([O:11][C:12]([CH3:15])([CH3:14])[CH3:13])=[O:10])[CH2:4][CH2:3]2)=[O:33])[CH2:28][CH:29]([CH3:30])[CH3:31])=[O:25])[CH:17]=[CH:18][CH:19]=[CH:20][CH:21]=1. The catalyst class is: 2. (7) Reactant: [C:1]1([CH2:7][CH2:8][C:9]#[C:10][C:11]2[S:12][CH:13]=[C:14]([CH2:16][C:17]([O:19][CH2:20][CH3:21])=[O:18])[N:15]=2)[CH:6]=[CH:5][CH:4]=[CH:3][CH:2]=1. Product: [C:1]1([CH2:7][CH2:8][CH2:9][CH2:10][C:11]2[S:12][CH:13]=[C:14]([CH2:16][C:17]([O:19][CH2:20][CH3:21])=[O:18])[N:15]=2)[CH:6]=[CH:5][CH:4]=[CH:3][CH:2]=1. The catalyst class is: 50.